This data is from Catalyst prediction with 721,799 reactions and 888 catalyst types from USPTO. The task is: Predict which catalyst facilitates the given reaction. (1) Reactant: [CH2:1]([O:3][C:4]([C:6]1([NH:16][C:17](=[O:36])[C:18]2[CH:23]=[CH:22][C:21]([O:24][CH3:25])=[C:20]([O:26][CH2:27][CH2:28][C:29]3[CH:30]=[C:31]([CH3:35])[CH:32]=[CH:33][CH:34]=3)[CH:19]=2)[CH2:14][C:13]2[C:8](=[CH:9][CH:10]=[CH:11][CH:12]=2)[C:7]1=[O:15])=[O:5])[CH3:2].[BH4-].[Na+].CO. Product: [CH2:1]([O:3][C:4]([C:6]1([NH:16][C:17](=[O:36])[C:18]2[CH:23]=[CH:22][C:21]([O:24][CH3:25])=[C:20]([O:26][CH2:27][CH2:28][C:29]3[CH:30]=[C:31]([CH3:35])[CH:32]=[CH:33][CH:34]=3)[CH:19]=2)[CH2:14][C:13]2[C:8](=[CH:9][CH:10]=[CH:11][CH:12]=2)[CH:7]1[OH:15])=[O:5])[CH3:2]. The catalyst class is: 1. (2) Reactant: [Br:1][C:2]1[CH:3]=[C:4]([C:11]([CH3:29])([CH3:28])[CH2:12][C@:13]([CH2:19]SC2C=CC(C)=CC=2)([OH:18])[C:14]([F:17])([F:16])[F:15])[C:5]2[O:9][CH2:8][CH2:7][C:6]=2[CH:10]=1.F[B-](F)(F)F.C[O+](C)C.C(=O)([O-])[O-].[K+].[K+].C(=O)(O)[O-].[Na+]. Product: [Br:1][C:2]1[CH:3]=[C:4]([C:11]([CH3:28])([CH3:29])[CH2:12][C@:13]2([C:14]([F:17])([F:15])[F:16])[CH2:19][O:18]2)[C:5]2[O:9][CH2:8][CH2:7][C:6]=2[CH:10]=1. The catalyst class is: 46. (3) Reactant: [CH3:1][N:2]1[C:7](=[O:8])[C:6]2=[C:9]([S:23][CH2:24][CH2:25][CH2:26][C:27]([O:29]C)=[O:28])[N:10]([CH2:12][C:13]3[C:22]4[C:17](=[CH:18][CH:19]=[CH:20][CH:21]=4)[CH:16]=[CH:15][CH:14]=3)[CH:11]=[C:5]2[C:4]([CH2:31][CH:32]([CH3:34])[CH3:33])=[N:3]1.O.[OH-].[Li+]. Product: [CH3:1][N:2]1[C:7](=[O:8])[C:6]2=[C:9]([S:23][CH2:24][CH2:25][CH2:26][C:27]([OH:29])=[O:28])[N:10]([CH2:12][C:13]3[C:22]4[C:17](=[CH:18][CH:19]=[CH:20][CH:21]=4)[CH:16]=[CH:15][CH:14]=3)[CH:11]=[C:5]2[C:4]([CH2:31][CH:32]([CH3:34])[CH3:33])=[N:3]1. The catalyst class is: 670.